This data is from NCI-60 drug combinations with 297,098 pairs across 59 cell lines. The task is: Regression. Given two drug SMILES strings and cell line genomic features, predict the synergy score measuring deviation from expected non-interaction effect. (1) Drug 1: C1=CN(C(=O)N=C1N)C2C(C(C(O2)CO)O)O.Cl. Drug 2: CCN(CC)CCNC(=O)C1=C(NC(=C1C)C=C2C3=C(C=CC(=C3)F)NC2=O)C. Cell line: U251. Synergy scores: CSS=10.0, Synergy_ZIP=-5.45, Synergy_Bliss=1.88, Synergy_Loewe=-14.5, Synergy_HSA=-1.58. (2) Drug 1: CC(CN1CC(=O)NC(=O)C1)N2CC(=O)NC(=O)C2. Drug 2: CCCCC(=O)OCC(=O)C1(CC(C2=C(C1)C(=C3C(=C2O)C(=O)C4=C(C3=O)C=CC=C4OC)O)OC5CC(C(C(O5)C)O)NC(=O)C(F)(F)F)O. Cell line: HCT116. Synergy scores: CSS=31.0, Synergy_ZIP=-1.83, Synergy_Bliss=-3.11, Synergy_Loewe=-1.19, Synergy_HSA=-1.07.